The task is: Predict the reactants needed to synthesize the given product.. This data is from Full USPTO retrosynthesis dataset with 1.9M reactions from patents (1976-2016). (1) Given the product [C:14]1([CH3:24])[CH:15]=[CH:16][C:17]([S:20]([OH:23])(=[O:21])=[O:22])=[CH:18][CH:19]=1.[NH2:3][CH2:4][C:5](=[O:11])[CH2:6][CH2:7][C:8]([OH:10])=[O:9], predict the reactants needed to synthesize it. The reactants are: Cl.Cl.[NH2:3][CH2:4][C:5](=[O:11])[CH2:6][CH2:7][C:8]([OH:10])=[O:9].N.O.[C:14]1([CH3:24])[CH:19]=[CH:18][C:17]([S:20]([OH:23])(=[O:22])=[O:21])=[CH:16][CH:15]=1. (2) Given the product [NH2:2][C:1]1[C:3]2[C:8](=[N:7][C:6]([N:16]3[CH2:17][CH2:18][O:19][CH2:20][CH2:21]3)=[C:5]3[CH2:22][O:23][C:24]([CH3:26])([CH3:27])[CH2:25][C:4]3=2)[O:9][C:10]=1[C:11]([O:13][CH2:14][CH3:15])=[O:12], predict the reactants needed to synthesize it. The reactants are: [C:1]([C:3]1[C:8]([O:9][CH2:10][C:11]([O:13][CH2:14][CH3:15])=[O:12])=[N:7][C:6]([N:16]2[CH2:21][CH2:20][O:19][CH2:18][CH2:17]2)=[C:5]2[CH2:22][O:23][C:24]([CH3:27])([CH3:26])[CH2:25][C:4]=12)#[N:2].C(=O)([O-])[O-].[Cs+].[Cs+]. (3) Given the product [Br:1][C:2]1[CH:9]=[CH:8][C:5]([C:6]#[N:7])=[C:4]([O:19][CH2:17][CH3:18])[CH:3]=1, predict the reactants needed to synthesize it. The reactants are: [Br:1][C:2]1[CH:9]=[CH:8][C:5]([C:6]#[N:7])=[C:4](F)[CH:3]=1.C(=O)([O-])[O-].[K+].[K+].[CH2:17]([OH:19])[CH3:18]. (4) The reactants are: [CH2:1]([C:3]1[S:28][C:6]2[N:7]([CH2:13][C:14]3[CH:19]=[CH:18][C:17]([C:20]4[C:21]([C:26]#[N:27])=[CH:22][CH:23]=[CH:24][CH:25]=4)=[CH:16][CH:15]=3)[C:8](=[O:12])[NH:9][C:10](=[O:11])[C:5]=2[CH:4]=1)[CH3:2].[C:29]12([C:39](=[O:42])[CH2:40]Br)[CH2:38][CH:33]3[CH2:34][CH:35]([CH2:37][CH:31]([CH2:32]3)[CH2:30]1)[CH2:36]2.CN(C)C=O.[H-].[Na+]. Given the product [C:29]12([C:39](=[O:42])[CH2:40][N:9]3[C:10](=[O:11])[C:5]4[CH:4]=[C:3]([CH2:1][CH3:2])[S:28][C:6]=4[N:7]([CH2:13][C:14]4[CH:19]=[CH:18][C:17]([C:20]5[C:21]([C:26]#[N:27])=[CH:22][CH:23]=[CH:24][CH:25]=5)=[CH:16][CH:15]=4)[C:8]3=[O:12])[CH2:36][CH:35]3[CH2:34][CH:33]([CH2:32][CH:31]([CH2:37]3)[CH2:30]1)[CH2:38]2, predict the reactants needed to synthesize it. (5) Given the product [K:1].[CH2:32]([C:14]1[CH:13]=[C:12]([F:17])[C:11]([N:18]2[S:22](=[O:24])(=[O:23])[NH:21][C:20](=[O:25])[CH2:19]2)=[C:10]([O:9][CH2:2][C:3]2[CH:8]=[CH:7][CH:6]=[CH:5][CH:4]=2)[CH:15]=1)[C:29]1[CH:28]=[CH:42][CH:38]=[CH:39][CH:40]=1, predict the reactants needed to synthesize it. The reactants are: [K:1].[CH2:2]([O:9][C:10]1[CH:15]=[C:14](Br)[CH:13]=[C:12]([F:17])[C:11]=1[N:18]1[S:22](=[O:24])(=[O:23])[NH:21][C:20](=[O:25])[CH2:19]1)[C:3]1[CH:8]=[CH:7][CH:6]=[CH:5][CH:4]=1.CO[CH2:28][CH2:29]OC.[C:32](=O)([O-])[O-].[Na+].[Na+].[CH2:38]1[CH2:42]O[CH2:40][CH2:39]1. (6) Given the product [CH3:47][C:37]1[CH:38]=[C:39]([C:40](=[O:41])[NH:42][CH3:43])[CH:44]=[C:45]([CH3:46])[C:36]=1[C:5]1[CH:4]=[CH:3][C:2]([F:1])=[C:10]2[C:6]=1[CH2:7][CH2:8][C@H:9]2[O:11][C:12]1[CH:25]=[CH:24][C:15]2[C@H:16]([CH2:19][C:20]([O:22][CH3:23])=[O:21])[CH2:17][O:18][C:14]=2[CH:13]=1, predict the reactants needed to synthesize it. The reactants are: [F:1][C:2]1[CH:3]=[CH:4][C:5](B2OC(C)(C)C(C)(C)O2)=[C:6]2[C:10]=1[C@H:9]([O:11][C:12]1[CH:25]=[CH:24][C:15]3[C@H:16]([CH2:19][C:20]([O:22][CH3:23])=[O:21])[CH2:17][O:18][C:14]=3[CH:13]=1)[CH2:8][CH2:7]2.I[C:36]1[C:45]([CH3:46])=[CH:44][C:39]([C:40]([NH:42][CH3:43])=[O:41])=[CH:38][C:37]=1[CH3:47].[O-]P([O-])([O-])=O.[K+].[K+].[K+].C1(P(C2CCCCC2)C2C=CC=CC=2C2C(OC)=CC=CC=2OC)CCCCC1.